Dataset: Peptide-MHC class I binding affinity with 185,985 pairs from IEDB/IMGT. Task: Regression. Given a peptide amino acid sequence and an MHC pseudo amino acid sequence, predict their binding affinity value. This is MHC class I binding data. The binding affinity (normalized) is 0.000851. The peptide sequence is CPFLFLAVL. The MHC is HLA-B51:01 with pseudo-sequence HLA-B51:01.